Dataset: Forward reaction prediction with 1.9M reactions from USPTO patents (1976-2016). Task: Predict the product of the given reaction. Given the reactants Br[C:2]1[S:6][C:5]([C:7]#[N:8])=[CH:4][C:3]=1[CH3:9].C([Li])CCC.CN([CH:18]=[O:19])C, predict the reaction product. The product is: [CH:18]([C:2]1[S:6][C:5]([C:7]#[N:8])=[CH:4][C:3]=1[CH3:9])=[O:19].